From a dataset of NCI-60 drug combinations with 297,098 pairs across 59 cell lines. Regression. Given two drug SMILES strings and cell line genomic features, predict the synergy score measuring deviation from expected non-interaction effect. (1) Drug 1: CCCCCOC(=O)NC1=NC(=O)N(C=C1F)C2C(C(C(O2)C)O)O. Drug 2: C1C(C(OC1N2C=NC(=NC2=O)N)CO)O. Cell line: SK-OV-3. Synergy scores: CSS=-10.1, Synergy_ZIP=6.91, Synergy_Bliss=2.88, Synergy_Loewe=-0.703, Synergy_HSA=-7.01. (2) Drug 1: C1CCN(CC1)CCOC2=CC=C(C=C2)C(=O)C3=C(SC4=C3C=CC(=C4)O)C5=CC=C(C=C5)O. Drug 2: CN1CCC(CC1)COC2=C(C=C3C(=C2)N=CN=C3NC4=C(C=C(C=C4)Br)F)OC. Cell line: MDA-MB-435. Synergy scores: CSS=-9.64, Synergy_ZIP=7.66, Synergy_Bliss=1.63, Synergy_Loewe=-13.5, Synergy_HSA=-9.76. (3) Drug 1: C(=O)(N)NO. Drug 2: N.N.Cl[Pt+2]Cl. Cell line: KM12. Synergy scores: CSS=7.75, Synergy_ZIP=-7.04, Synergy_Bliss=-2.94, Synergy_Loewe=-0.702, Synergy_HSA=-1.51. (4) Drug 1: CC1C(C(=O)NC(C(=O)N2CCCC2C(=O)N(CC(=O)N(C(C(=O)O1)C(C)C)C)C)C(C)C)NC(=O)C3=C4C(=C(C=C3)C)OC5=C(C(=O)C(=C(C5=N4)C(=O)NC6C(OC(=O)C(N(C(=O)CN(C(=O)C7CCCN7C(=O)C(NC6=O)C(C)C)C)C)C(C)C)C)N)C. Drug 2: CC1CCC2CC(C(=CC=CC=CC(CC(C(=O)C(C(C(=CC(C(=O)CC(OC(=O)C3CCCCN3C(=O)C(=O)C1(O2)O)C(C)CC4CCC(C(C4)OC)O)C)C)O)OC)C)C)C)OC. Cell line: UACC-257. Synergy scores: CSS=-4.64, Synergy_ZIP=2.62, Synergy_Bliss=3.51, Synergy_Loewe=-1.44, Synergy_HSA=-1.50.